This data is from Forward reaction prediction with 1.9M reactions from USPTO patents (1976-2016). The task is: Predict the product of the given reaction. (1) Given the reactants ClC1N2C(=O)NN=C2C(C2C=CC(Cl)=CC=2)=C(C2C=CC(Cl)=CC=2)N=1.[Cl-].Cl[CH2:28][C:29]1[CH:30]=[CH:31][C:32]([C:35]([F:38])([F:37])[F:36])=[N:33][CH:34]=1.[Cl:39][C:40]1[CH:45]=[CH:44][C:43]([C:46]2[N:51]=[C:50]([N:52]3[CH2:55][C:54](NCC)(C(N)=O)[CH2:53]3)[N:49]3[C:62](=[O:67])[N:63](CC)[N:64]=[C:48]3[C:47]=2[C:68]2[CH:73]=[CH:72][C:71]([Cl:74])=[CH:70][CH:69]=2)=[CH:42][CH:41]=1, predict the reaction product. The product is: [N:52]1([C:50]2[N:49]3[C:62](=[O:67])[N:63]([CH2:28][C:29]4[CH:34]=[N:33][C:32]([C:35]([F:38])([F:37])[F:36])=[CH:31][CH:30]=4)[N:64]=[C:48]3[C:47]([C:68]3[CH:69]=[CH:70][C:71]([Cl:74])=[CH:72][CH:73]=3)=[C:46]([C:43]3[CH:44]=[CH:45][C:40]([Cl:39])=[CH:41][CH:42]=3)[N:51]=2)[CH2:53][CH2:54][CH2:55]1. (2) Given the reactants [N:1]1[C:9]2[C:4](=[N:5][CH:6]=[CH:7][CH:8]=2)[N:3]([C:10]2[CH:15]=[CH:14][C:13]([CH2:16][C:17]([OH:19])=O)=[CH:12][CH:11]=2)[CH:2]=1.[C:20]([C:24]1[CH:25]=[C:26]([NH2:36])[N:27]([C:29]2[CH:34]=[CH:33][C:32]([CH3:35])=[CH:31][CH:30]=2)[N:28]=1)([CH3:23])([CH3:22])[CH3:21], predict the reaction product. The product is: [C:20]([C:24]1[CH:25]=[C:26]([NH:36][C:17](=[O:19])[CH2:16][C:13]2[CH:12]=[CH:11][C:10]([N:3]3[C:4]4=[N:5][CH:6]=[CH:7][CH:8]=[C:9]4[N:1]=[CH:2]3)=[CH:15][CH:14]=2)[N:27]([C:29]2[CH:30]=[CH:31][C:32]([CH3:35])=[CH:33][CH:34]=2)[N:28]=1)([CH3:23])([CH3:22])[CH3:21]. (3) Given the reactants [C@@H]1([N:10]2[C:19]3[N:18]=[CH:17][N:16]=[C:14]([OH:15])[C:13]=3[N:12]=[CH:11]2)O[C@H](CO)[C@@H](O)[C@H]1O.Cl, predict the reaction product. The product is: [NH:16]1[C:14](=[O:15])[C:13]2[NH:12][CH:11]=[N:10][C:19]=2[N:18]=[CH:17]1. (4) Given the reactants F[C:2]1[CH:7]=[CH:6][C:5]([C:8]2[N:15]=[C:14]3[CH:16]=[CH:17][CH:18]=[CH:19][C:13]3=[C:12]([C:20]3[CH:25]=[CH:24][C:23](F)=[CH:22][CH:21]=3)[N:11]=[C:10]3[CH:27]=[CH:28][CH:29]=[CH:30][C:9]=23)=[CH:4][CH:3]=1.[NH2:31][C:32]1[CH:37]=[CH:36][C:35]([OH:38])=[CH:34][CH:33]=1.[C:39](=[O:42])([O-])[O-].[K+].[K+].CC([N:48](C)C)=O.[C:51]1(C)C=[CH:55][CH:54]=[CH:53][CH:52]=1, predict the reaction product. The product is: [NH2:31][C:32]1[CH:37]=[CH:36][C:35]([O:38][C:2]2[CH:7]=[CH:6][C:5]([C:8]3[N:15]=[C:14]4[CH:16]=[CH:17][CH:18]=[CH:19][C:13]4=[C:12]([C:20]4[CH:25]=[CH:24][C:23]([O:42][C:39]5[CH:55]=[CH:54][C:53]([NH2:48])=[CH:52][CH:51]=5)=[CH:22][CH:21]=4)[N:11]=[C:10]4[CH:27]=[CH:28][CH:29]=[CH:30][C:9]=34)=[CH:4][CH:3]=2)=[CH:34][CH:33]=1.